From a dataset of Forward reaction prediction with 1.9M reactions from USPTO patents (1976-2016). Predict the product of the given reaction. (1) Given the reactants [CH2:1]([CH:3]1[CH2:7][C:6](=O)[CH2:5][CH:4]1[C:9]([O:11][CH2:12][CH3:13])=[O:10])[CH3:2].CC(O)=O.[CH2:18]([NH:25][CH2:26][C:27]1[CH:32]=[CH:31][CH:30]=[CH:29][CH:28]=1)[C:19]1[CH:24]=[CH:23][CH:22]=[CH:21][CH:20]=1.C(O[BH-](OC(=O)C)OC(=O)C)(=O)C.[Na+].C([O-])(O)=O.[Na+], predict the reaction product. The product is: [CH2:26]([N:25]([CH2:18][C:19]1[CH:24]=[CH:23][CH:22]=[CH:21][CH:20]=1)[CH:6]1[CH2:5][CH:4]([C:9]([O:11][CH2:12][CH3:13])=[O:10])[CH:3]([CH2:1][CH3:2])[CH2:7]1)[C:27]1[CH:32]=[CH:31][CH:30]=[CH:29][CH:28]=1. (2) Given the reactants Cl[C:2]1[CH:7]=[C:6]([C:8]2[CH:13]=[CH:12][N:11]=[C:10]([O:14][CH3:15])[CH:9]=2)[N:5]=[C:4]2[N:16]([CH3:19])[N:17]=[CH:18][C:3]=12.[CH3:20][S:21]([C:24]1[CH:29]=[CH:28][C:27]([OH:30])=[CH:26][CH:25]=1)(=[O:23])=[O:22].C(=O)([O-])[O-].[K+].[K+], predict the reaction product. The product is: [CH3:15][O:14][C:10]1[CH:9]=[C:8]([C:6]2[N:5]=[C:4]3[N:16]([CH3:19])[N:17]=[CH:18][C:3]3=[C:2]([O:30][C:27]3[CH:26]=[CH:25][C:24]([S:21]([CH3:20])(=[O:23])=[O:22])=[CH:29][CH:28]=3)[CH:7]=2)[CH:13]=[CH:12][N:11]=1. (3) Given the reactants [CH2:1]([N:3]([CH2:24][CH3:25])[C:4](=[O:23])[CH:5]([CH2:20][C:21]#[CH:22])[C:6]([NH:8][S:9](/[CH:12]=[CH:13]/[C:14]1[CH:19]=[CH:18][CH:17]=[CH:16][CH:15]=1)(=[O:11])=[O:10])=[O:7])[CH3:2], predict the reaction product. The product is: [CH2:24]([N:3]([C:1]1[CH:21]=[CH:20][CH:5]=[CH:4][CH:2]=1)[C:4](=[O:23])[CH:5]([CH2:20][C:21]#[CH:22])[C:6]([NH:8][S:9](/[CH:12]=[CH:13]/[C:14]1[CH:19]=[CH:18][CH:17]=[CH:16][CH:15]=1)(=[O:10])=[O:11])=[O:7])[CH3:25]. (4) Given the reactants C(=O)([O-])[O-].[K+].[K+].[OH:7][C:8]1[CH:15]=[CH:14][C:11]([CH:12]=[O:13])=[CH:10][CH:9]=1.[CH3:16][C:17]1[N:21]([CH:22](S(OC)(=O)=O)[CH3:23])[C:20]([C:29]2[CH:34]=[CH:33][CH:32]=[CH:31][CH:30]=2)=[CH:19][CH:18]=1, predict the reaction product. The product is: [CH3:16][C:17]1[N:21]([CH2:22][CH2:23][O:7][C:8]2[CH:15]=[CH:14][C:11]([CH:12]=[O:13])=[CH:10][CH:9]=2)[C:20]([C:29]2[CH:34]=[CH:33][CH:32]=[CH:31][CH:30]=2)=[CH:19][CH:18]=1. (5) Given the reactants [CH3:1][C:2]1[CH:6]=[C:5]([C:7](OCC)=[O:8])[N:4]([C:12]2[CH:13]=[C:14]([C:18]3[CH:23]=[CH:22][CH:21]=[CH:20][C:19]=3[O:24][C:25]([F:28])([F:27])[F:26])[CH:15]=[CH:16][CH:17]=2)[N:3]=1.CC(C[AlH]CC(C)C)C, predict the reaction product. The product is: [CH3:1][C:2]1[CH:6]=[C:5]([CH2:7][OH:8])[N:4]([C:12]2[CH:13]=[C:14]([C:18]3[CH:23]=[CH:22][CH:21]=[CH:20][C:19]=3[O:24][C:25]([F:27])([F:26])[F:28])[CH:15]=[CH:16][CH:17]=2)[N:3]=1. (6) Given the reactants [CH:1]([N:4]1[CH:13]=[C:12](B2OC(C)(C)C(C)(C)O2)[C:11]2[C:6](=[CH:7][CH:8]=[CH:9][CH:10]=2)[C:5]1=[O:23])([CH3:3])[CH3:2].[F:24][C:25]1[CH:26]=[C:27]2[C:31](=[CH:32][CH:33]=1)[N:30]([CH2:34][C:35]([O:37]C)=[O:36])[C:29]([CH3:39])=[C:28]2I.O.[O-]P([O-])([O-])=O.[K+].[K+].[K+].C1(P(C2CCCCC2)C2C=CC=CC=2C2C(OC)=CC=CC=2OC)CCCCC1.Cl, predict the reaction product. The product is: [F:24][C:25]1[CH:26]=[C:27]2[C:31](=[CH:32][CH:33]=1)[N:30]([CH2:34][C:35]([OH:37])=[O:36])[C:29]([CH3:39])=[C:28]2[C:12]1[C:11]2[C:6](=[CH:7][CH:8]=[CH:9][CH:10]=2)[C:5](=[O:23])[N:4]([CH:1]([CH3:2])[CH3:3])[CH:13]=1. (7) Given the reactants C([O:4][CH2:5][CH2:6][C:7]1[CH:12]=[C:11]([F:13])[C:10]([N:14]2[C:19]([NH2:20])=[C:18]([C:21](=[O:30])[C:22]3[CH:27]=[CH:26][C:25]([F:28])=[CH:24][C:23]=3[F:29])[CH:17]=[CH:16][C:15]2=[O:31])=[C:9]([F:32])[CH:8]=1)(=O)C, predict the reaction product. The product is: [NH2:20][C:19]1[N:14]([C:10]2[C:9]([F:32])=[CH:8][C:7]([CH2:6][CH2:5][OH:4])=[CH:12][C:11]=2[F:13])[C:15](=[O:31])[CH:16]=[CH:17][C:18]=1[C:21](=[O:30])[C:22]1[CH:27]=[CH:26][C:25]([F:28])=[CH:24][C:23]=1[F:29]. (8) Given the reactants O[N:2]=[CH:3][C@:4]12[CH2:39][CH2:38][C@@H:37]([C:40]([CH3:42])=[CH2:41])[C@@H:5]1[C@@H:6]1[C@@:19]([CH3:22])([CH2:20][CH2:21]2)[C@@:18]2([CH3:23])[C@@H:9]([C@:10]3([CH3:36])[C@@H:15]([CH2:16][CH2:17]2)[C:14]([CH3:25])([CH3:24])[C:13]([C:26]2[CH:35]=[CH:34][C:29]([C:30]([O:32][CH3:33])=[O:31])=[CH:28][CH:27]=2)=[CH:12][CH2:11]3)[CH2:8][CH2:7]1.C([O-])(=O)C.[NH4+].C([BH3-])#N.[Na+], predict the reaction product. The product is: [NH2:2][CH2:3][C@:4]12[CH2:39][CH2:38][C@@H:37]([C:40]([CH3:42])=[CH2:41])[C@@H:5]1[C@@H:6]1[C@@:19]([CH3:22])([CH2:20][CH2:21]2)[C@@:18]2([CH3:23])[C@@H:9]([C@:10]3([CH3:36])[C@@H:15]([CH2:16][CH2:17]2)[C:14]([CH3:25])([CH3:24])[C:13]([C:26]2[CH:35]=[CH:34][C:29]([C:30]([O:32][CH3:33])=[O:31])=[CH:28][CH:27]=2)=[CH:12][CH2:11]3)[CH2:8][CH2:7]1. (9) The product is: [CH3:3][O:4][C:5]1[CH:6]=[C:7]([N:13]([CH2:23][C:24]([OH:26])=[O:25])[S:14]([C:17]2[CH:22]=[CH:21][CH:20]=[CH:19][CH:18]=2)(=[O:16])=[O:15])[CH:8]=[CH:9][C:10]=1[O:11][CH3:12]. Given the reactants [OH-].[Na+].[CH3:3][O:4][C:5]1[CH:6]=[C:7]([N:13]([CH2:23][C:24]([O:26]CC)=[O:25])[S:14]([C:17]2[CH:22]=[CH:21][CH:20]=[CH:19][CH:18]=2)(=[O:16])=[O:15])[CH:8]=[CH:9][C:10]=1[O:11][CH3:12].Cl, predict the reaction product.